Dataset: Full USPTO retrosynthesis dataset with 1.9M reactions from patents (1976-2016). Task: Predict the reactants needed to synthesize the given product. (1) Given the product [C:8]([C:5]1[N:6]=[CH:7][C:2]([NH:1][C:59]2[CH:64]=[C:63]([NH:65][CH2:66][C:67]3([F:80])[CH2:72][CH2:71][N:70]([C:73]([O:75][C:76]([CH3:79])([CH3:78])[CH3:77])=[O:74])[CH2:69][CH2:68]3)[C:62]([C:81]3[CH:86]=[CH:85][C:84]([O:87][CH3:88])=[CH:83][CH:82]=3)=[CH:61][N:60]=2)=[N:3][CH:4]=1)#[N:9], predict the reactants needed to synthesize it. The reactants are: [NH2:1][C:2]1[N:3]=[CH:4][C:5]([C:8]#[N:9])=[N:6][CH:7]=1.CC1(C)C2C(=C(P(C3C=CC=CC=3)C3C=CC=CC=3)C=CC=2)OC2C(P(C3C=CC=CC=3)C3C=CC=CC=3)=CC=CC1=2.C(=O)([O-])[O-].[Cs+].[Cs+].Cl[C:59]1[CH:64]=[C:63]([NH:65][CH2:66][C:67]2([F:80])[CH2:72][CH2:71][N:70]([C:73]([O:75][C:76]([CH3:79])([CH3:78])[CH3:77])=[O:74])[CH2:69][CH2:68]2)[C:62]([C:81]2[CH:86]=[CH:85][C:84]([O:87][CH3:88])=[CH:83][CH:82]=2)=[CH:61][N:60]=1. (2) The reactants are: [CH3:1][O:2][C:3]([C:5]1[C:6]([OH:29])=[C:7]2[C:12](=[C:13](Br)[N:14]=1)[N:11]([C:16]1[CH:21]=[CH:20][CH:19]=[CH:18][CH:17]=1)[C:10](=[O:22])[C:9]([C:23]1[CH:28]=[CH:27][CH:26]=[CH:25][CH:24]=1)=[CH:8]2)=[O:4].C([Sn](CCCC)(CCCC)[C:35]1[CH:40]=[CH:39][N:38]=[CH:37][CH:36]=1)CCC.CCOC(C)=O.Cl. Given the product [CH3:1][O:2][C:3]([C:5]1[C:6]([OH:29])=[C:7]2[C:12](=[C:13]([C:35]3[CH:40]=[CH:39][N:38]=[CH:37][CH:36]=3)[N:14]=1)[N:11]([C:16]1[CH:21]=[CH:20][CH:19]=[CH:18][CH:17]=1)[C:10](=[O:22])[C:9]([C:23]1[CH:28]=[CH:27][CH:26]=[CH:25][CH:24]=1)=[CH:8]2)=[O:4], predict the reactants needed to synthesize it. (3) Given the product [NH2:10][C:11]1[CH:12]=[CH:13][C:14]2[NH:19][C:18](=[O:20])[O:17][C:16]([CH3:21])([CH3:22])[C:15]=2[CH:23]=1, predict the reactants needed to synthesize it. The reactants are: CO.C([N:10](CC1C=CC=CC=1)[C:11]1[CH:12]=[CH:13][C:14]2[NH:19][C:18](=[O:20])[O:17][C:16]([CH3:22])([CH3:21])[C:15]=2[CH:23]=1)C1C=CC=CC=1. (4) Given the product [CH3:41][C:35]1[N:34]=[C:33]([C:27]2[N:28]=[C:29]3[N:25]([CH:26]=2)[CH2:24][CH2:23][O:22][C:21]2[C:30]3=[CH:31][CH:32]=[C:19]([C:14]3[CH:15]=[N:16][N:17]([CH3:18])[C:13]=3[CH:9]3[CH2:10][CH2:11][CH2:6][NH:7][CH2:8]3)[CH:20]=2)[N:37]([CH:38]([CH3:39])[CH3:40])[N:36]=1, predict the reactants needed to synthesize it. The reactants are: C(O1C[CH2:11][CH2:10][CH:9]([C:13]2[N:17]([CH3:18])[N:16]=[CH:15][C:14]=2[C:19]2[CH:20]=[C:21]3[C:30](=[CH:31][CH:32]=2)[C:29]2[N:25]([CH:26]=[C:27]([C:33]4[N:37]([CH:38]([CH3:40])[CH3:39])[N:36]=[C:35]([CH3:41])[N:34]=4)[N:28]=2)[CH2:24][CH2:23][O:22]3)[CH2:8][NH:7][C:6]1=O)(C)(C)C.Cl.C([O-])([O-])=O.[K+].[K+]. (5) Given the product [Br:1][C:2]1[CH:3]=[CH:4][C:5]([NH:12][C:23]([NH:22][CH2:21][C:15]2[CH:16]=[CH:17][C:18]([Cl:20])=[CH:19][C:14]=2[Cl:13])=[O:24])=[C:6]2[C:11]=1[CH:10]=[N:9][CH:8]=[CH:7]2, predict the reactants needed to synthesize it. The reactants are: [Br:1][C:2]1[C:11]2[CH:10]=[N:9][CH:8]=[CH:7][C:6]=2[C:5]([NH2:12])=[CH:4][CH:3]=1.[Cl:13][C:14]1[CH:19]=[C:18]([Cl:20])[CH:17]=[CH:16][C:15]=1[CH2:21][N:22]=[C:23]=[O:24]. (6) Given the product [Br:14][C:15]1[CH:20]=[CH:19][N:18]2[C:17](=[N:21][C:4]3[CH2:3][C:2]([CH3:1])([CH3:13])[CH2:7][CH2:6][C:5]=3[C:8]2=[O:10])[CH:16]=1, predict the reactants needed to synthesize it. The reactants are: [CH3:1][C:2]1([CH3:13])[CH2:7][CH2:6][CH:5]([C:8]([O:10]C)=O)[C:4](=O)[CH2:3]1.[Br:14][C:15]1[CH:20]=[CH:19][N:18]=[C:17]([NH2:21])[CH:16]=1. (7) Given the product [F:14][C:2]([F:1])([F:13])[CH:3]([C:5]1[CH:10]=[CH:9][N:8]=[C:7]([C:11]#[N:12])[CH:6]=1)[O:4][CH3:15], predict the reactants needed to synthesize it. The reactants are: [F:1][C:2]([F:14])([F:13])[CH:3]([C:5]1[CH:10]=[CH:9][N:8]=[C:7]([C:11]#[N:12])[CH:6]=1)[OH:4].[C:15](=O)([O-])[O-].[K+].[K+].CI.[Cl-].[NH4+]. (8) Given the product [C:26]([OH:25])(=[O:41])/[CH:29]=[CH:33]/[C:32]([OH:35])=[O:34].[Cl:1][C:2]1[C:7]([C:8]2[N:12]([S:13]([C:16]3[CH:17]=[N:18][CH:19]=[CH:20][CH:21]=3)(=[O:14])=[O:15])[CH:11]=[C:10]([CH2:22][NH:23][CH3:24])[CH:9]=2)=[CH:6][CH:5]=[CH:4][N:3]=1, predict the reactants needed to synthesize it. The reactants are: [Cl:1][C:2]1[C:7]([C:8]2[N:12]([S:13]([C:16]3[CH:17]=[N:18][CH:19]=[CH:20][CH:21]=3)(=[O:15])=[O:14])[CH:11]=[C:10]([CH2:22][N:23](C)[C:24](=O)[O:25][C:26]([CH3:29])(C)C)[CH:9]=2)=[CH:6][CH:5]=[CH:4][N:3]=1.[C:32]([O:35]CC)(=[O:34])[CH3:33].Cl.C([OH:41])C.